Predict the reactants needed to synthesize the given product. From a dataset of Full USPTO retrosynthesis dataset with 1.9M reactions from patents (1976-2016). (1) The reactants are: CS(O[CH2:6][C:7]([CH3:17])([N:9]1[CH:13]=[C:12]([N+:14]([O-:16])=[O:15])[CH:11]=[N:10]1)[CH3:8])(=O)=O.[I-:18].[Na+].O. Given the product [I:18][CH2:6][C:7]([N:9]1[CH:13]=[C:12]([N+:14]([O-:16])=[O:15])[CH:11]=[N:10]1)([CH3:17])[CH3:8], predict the reactants needed to synthesize it. (2) Given the product [S:15]1[C:19]2[CH:20]=[CH:21][CH:22]=[CH:23][C:18]=2[N:17]=[C:16]1[CH2:24][NH:6][C:5]1[CH:7]=[CH:8][C:9]([C:10]2[O:14][CH:13]=[N:12][CH:11]=2)=[C:3]([O:2][CH3:1])[CH:4]=1, predict the reactants needed to synthesize it. The reactants are: [CH3:1][O:2][C:3]1[CH:4]=[C:5]([CH:7]=[CH:8][C:9]=1[C:10]1[O:14][CH:13]=[N:12][CH:11]=1)[NH2:6].[S:15]1[C:19]2[CH:20]=[CH:21][CH:22]=[CH:23][C:18]=2[N:17]=[C:16]1[CH:24]=O. (3) The reactants are: [C:1]([C:4]1[CH:5]=[C:6]([CH:9]=[CH:10][CH:11]=1)[C:7]#[N:8])(=[O:3])[CH3:2].FC(F)(F)C(OI(C1C=CC=CC=1)OC(=O)C(F)(F)F)=[O:15].FC(F)(F)C(O)=O. Given the product [OH:15][CH2:2][C:1]([C:4]1[CH:5]=[C:6]([CH:9]=[CH:10][CH:11]=1)[C:7]#[N:8])=[O:3], predict the reactants needed to synthesize it. (4) Given the product [Br:3][C:4]1[C:5]2[N:17]([CH3:18])[C:24]3([CH2:29][CH2:28][CH2:27][CH2:26][CH2:25]3)[NH:16][C:14](=[O:15])[C:6]=2[S:7][C:8]=1[C:9]1[CH:10]=[N:11][NH:12][CH:13]=1, predict the reactants needed to synthesize it. The reactants are: Cl.Cl.[Br:3][C:4]1[C:5]([NH:17][CH3:18])=[C:6]([C:14]([NH2:16])=[O:15])[S:7][C:8]=1[C:9]1[CH:10]=[N:11][NH:12][CH:13]=1.C([O-])(O)=O.[Na+].[C:24]1(=O)[CH2:29][CH2:28][CH2:27][CH2:26][CH2:25]1.CC1C=CC(S(O)(=O)=O)=CC=1.[O-]S([O-])(=O)=O.[Mg+2]. (5) Given the product [CH:39]([O:38][C:36]([NH:1][C:2]1[CH:10]=[C:9]2[C:5]([CH2:6][CH2:7][CH2:8]2)=[CH:4][C:3]=1[C:11]([O:13][CH3:14])=[O:12])=[O:37])([CH3:41])[CH3:40], predict the reactants needed to synthesize it. The reactants are: [NH2:1][C:2]1[CH:10]=[C:9]2[C:5]([CH2:6][CH2:7][CH2:8]2)=[CH:4][C:3]=1[C:11]([O:13][CH3:14])=[O:12].NC1C=CC2CCCC=2C=1C(OC)=O.N1C=CC=CC=1.Cl[C:36]([O:38][CH:39]([CH3:41])[CH3:40])=[O:37].Cl. (6) Given the product [CH3:10][C:11]1[CH:12]=[CH:13][C:14]([S:17]([N:20]=[CH:8][C:7]2[CH:6]=[CH:5][CH:4]=[CH:3][C:2]=2[CH3:1])(=[O:19])=[O:18])=[CH:15][CH:16]=1, predict the reactants needed to synthesize it. The reactants are: [CH3:1][C:2]1[C:7]([CH:8]=O)=[CH:6][CH:5]=[CH:4][CH:3]=1.[CH3:10][C:11]1[CH:12]=[CH:13][C:14]([S:17]([NH2:20])(=[O:19])=[O:18])=[CH:15][CH:16]=1. (7) Given the product [CH2:10]([O:9][C:1](=[O:8])[CH:2]([C:13]1[CH:18]=[CH:17][CH:16]=[CH:15][CH:14]=1)[C:3]([O:5][CH2:6][CH3:7])=[O:4])[CH3:11], predict the reactants needed to synthesize it. The reactants are: [C:1]([O:9][CH2:10][CH3:11])(=[O:8])[CH2:2][C:3]([O:5][CH2:6][CH3:7])=[O:4].I[C:13]1[CH:18]=[CH:17][CH:16]=[CH:15][CH:14]=1. (8) Given the product [CH3:11][O:10][CH2:9][CH2:8][O:7][CH2:6][CH2:5][NH:2][NH2:3], predict the reactants needed to synthesize it. The reactants are: O.[NH2:2][NH2:3].Br[CH2:5][CH2:6][O:7][CH2:8][CH2:9][O:10][CH3:11]. (9) Given the product [OH-:9].[K+:2].[CH2:19]([C:20]([CH2:8][OH:9])([CH3:21])[C:11]([OH:14])=[O:16])[OH:23], predict the reactants needed to synthesize it. The reactants are: [OH-].[K+:2].C(O)CCCC[CH2:8][OH:9].[C:11](=[O:16])([O:14]C)OC.CN1C[CH2:21][CH2:20][C:19]1=[O:23]. (10) Given the product [CH2:1]1[CH:13]2[CH:5]([C:6]3[C:11]([NH:12]2)=[CH:10][CH:9]=[CH:8][CH:7]=3)[CH2:4][CH2:3][NH:2]1, predict the reactants needed to synthesize it. The reactants are: [CH2:1]1[C:13]2[NH:12][C:11]3[C:6](=[CH:7][CH:8]=[CH:9][CH:10]=3)[C:5]=2[CH2:4][CH2:3][NH:2]1.C([BH3-])#N.[Na+].